Dataset: Full USPTO retrosynthesis dataset with 1.9M reactions from patents (1976-2016). Task: Predict the reactants needed to synthesize the given product. The reactants are: [C:1]1([C:7]2([C:17]3[CH:22]=[CH:21][CH:20]=[CH:19][CH:18]=3)[C:15]3[C:10](=[CH:11][CH:12]=[CH:13][CH:14]=3)[C:9](=[O:16])[CH2:8]2)[CH:6]=[CH:5][CH:4]=[CH:3][CH:2]=1.[H-].[K+].Br[CH2:26][C:27]#[N:28].O. Given the product [C:27]([CH2:26][CH:8]1[C:7]([C:1]2[CH:2]=[CH:3][CH:4]=[CH:5][CH:6]=2)([C:17]2[CH:18]=[CH:19][CH:20]=[CH:21][CH:22]=2)[C:15]2[C:10](=[CH:11][CH:12]=[CH:13][CH:14]=2)[C:9]1=[O:16])#[N:28], predict the reactants needed to synthesize it.